Dataset: Peptide-MHC class II binding affinity with 134,281 pairs from IEDB. Task: Regression. Given a peptide amino acid sequence and an MHC pseudo amino acid sequence, predict their binding affinity value. This is MHC class II binding data. The peptide sequence is KASNPNYLAILVKYV. The MHC is DRB4_0101 with pseudo-sequence DRB4_0103. The binding affinity (normalized) is 0.591.